This data is from Full USPTO retrosynthesis dataset with 1.9M reactions from patents (1976-2016). The task is: Predict the reactants needed to synthesize the given product. Given the product [F:1][C:2]1[CH:3]=[C:4]2[C:8](=[CH:9][CH:10]=1)[NH:7][C:6](=[O:11])[C:5]2=[C:39]1[C:34]2[C:35](=[N:36][C:31]([CH2:30][CH2:29][CH2:28][N:22]3[CH2:23][CH2:24][O:25][CH2:26][CH2:27]3)=[CH:32][CH:33]=2)[CH2:37][O:38]1, predict the reactants needed to synthesize it. The reactants are: [F:1][C:2]1[CH:3]=[C:4]2[C:8](=[CH:9][CH:10]=1)[NH:7][C:6](=[O:11])[CH2:5]2.C[Si]([N-][Si](C)(C)C)(C)C.[Li+].[N:22]1([CH2:28][CH2:29][CH2:30][C:31]2[N:36]=[C:35]3[CH2:37][O:38][C:39](=O)[C:34]3=[CH:33][CH:32]=2)[CH2:27][CH2:26][O:25][CH2:24][CH2:23]1.Cl.